Dataset: Full USPTO retrosynthesis dataset with 1.9M reactions from patents (1976-2016). Task: Predict the reactants needed to synthesize the given product. (1) The reactants are: [Si]([O:18][CH:19]1[CH2:22][N:21]([C:23]2[S:24][CH:25]=[C:26]([CH2:28][N:29]3[C:33](=[O:34])[CH2:32][CH2:31][C:30]3=[O:35])[N:27]=2)[CH2:20]1)(C(C)(C)C)(C1C=CC=CC=1)C1C=CC=CC=1.[F-].C([N+](CCCC)(CCCC)CCCC)CCC. Given the product [OH:18][CH:19]1[CH2:22][N:21]([C:23]2[S:24][CH:25]=[C:26]([CH2:28][N:29]3[C:33](=[O:34])[CH2:32][CH2:31][C:30]3=[O:35])[N:27]=2)[CH2:20]1, predict the reactants needed to synthesize it. (2) Given the product [NH:24]1[C:32]2[C:27](=[CH:28][CH:29]=[CH:30][CH:31]=2)[CH:26]=[C:25]1[CH2:33][N:4]1[CH2:5][CH2:6][N:1]([CH2:7][CH2:8][N:9]([CH2:21][CH2:22][CH3:23])[CH:10]2[CH2:19][C:18]3[CH:17]=[C:16]([OH:20])[CH:15]=[CH:14][C:13]=3[CH2:12][CH2:11]2)[CH2:2][CH2:3]1, predict the reactants needed to synthesize it. The reactants are: [N:1]1([CH2:7][CH2:8][N:9]([CH2:21][CH2:22][CH3:23])[CH:10]2[CH2:19][C:18]3[CH:17]=[C:16]([OH:20])[CH:15]=[CH:14][C:13]=3[CH2:12][CH2:11]2)[CH2:6][CH2:5][NH:4][CH2:3][CH2:2]1.[NH:24]1[C:32]2[C:27](=[CH:28][CH:29]=[CH:30][CH:31]=2)[CH:26]=[C:25]1[CH:33]=O. (3) Given the product [Br:1][C:2]1[CH:7]=[CH:6][C:5]([N:8]([CH2:16][C:17]2[CH:18]=[CH:19][C:20]([O:23][CH3:24])=[CH:21][CH:22]=2)[CH2:9][CH2:10][CH2:11][CH2:12][C:13]([O:15][CH3:27])=[O:14])=[C:4]([CH:25]=[O:26])[CH:3]=1, predict the reactants needed to synthesize it. The reactants are: [Br:1][C:2]1[CH:7]=[CH:6][C:5]([N:8]([CH2:16][C:17]2[CH:22]=[CH:21][C:20]([O:23][CH3:24])=[CH:19][CH:18]=2)[CH2:9][CH2:10][CH2:11][CH2:12][C:13]([OH:15])=[O:14])=[C:4]([CH:25]=[O:26])[CH:3]=1.[C:27](=O)([O-])[O-].[K+].[K+].IC.O.